This data is from NCI-60 drug combinations with 297,098 pairs across 59 cell lines. The task is: Regression. Given two drug SMILES strings and cell line genomic features, predict the synergy score measuring deviation from expected non-interaction effect. (1) Drug 1: CC12CCC(CC1=CCC3C2CCC4(C3CC=C4C5=CN=CC=C5)C)O. Drug 2: CN(C)N=NC1=C(NC=N1)C(=O)N. Cell line: EKVX. Synergy scores: CSS=2.79, Synergy_ZIP=1.23, Synergy_Bliss=3.72, Synergy_Loewe=-0.0763, Synergy_HSA=0.572. (2) Drug 1: CN1CCC(CC1)COC2=C(C=C3C(=C2)N=CN=C3NC4=C(C=C(C=C4)Br)F)OC. Drug 2: C1CC(=O)NC(=O)C1N2CC3=C(C2=O)C=CC=C3N. Cell line: ACHN. Synergy scores: CSS=13.3, Synergy_ZIP=-6.04, Synergy_Bliss=-4.49, Synergy_Loewe=-9.71, Synergy_HSA=-2.98. (3) Drug 1: CN1C2=C(C=C(C=C2)N(CCCl)CCCl)N=C1CCCC(=O)O.Cl. Drug 2: CC12CCC3C(C1CCC2O)C(CC4=C3C=CC(=C4)O)CCCCCCCCCS(=O)CCCC(C(F)(F)F)(F)F. Cell line: OVCAR-5. Synergy scores: CSS=3.43, Synergy_ZIP=-0.513, Synergy_Bliss=-0.505, Synergy_Loewe=0.467, Synergy_HSA=-0.986. (4) Drug 1: C1=NC2=C(N=C(N=C2N1C3C(C(C(O3)CO)O)O)F)N. Drug 2: C1CN(P(=O)(OC1)NCCCl)CCCl. Cell line: HS 578T. Synergy scores: CSS=0.280, Synergy_ZIP=2.17, Synergy_Bliss=5.37, Synergy_Loewe=-2.03, Synergy_HSA=-0.463. (5) Drug 1: CCC1(CC2CC(C3=C(CCN(C2)C1)C4=CC=CC=C4N3)(C5=C(C=C6C(=C5)C78CCN9C7C(C=CC9)(C(C(C8N6C=O)(C(=O)OC)O)OC(=O)C)CC)OC)C(=O)OC)O.OS(=O)(=O)O. Drug 2: CC12CCC3C(C1CCC2OP(=O)(O)O)CCC4=C3C=CC(=C4)OC(=O)N(CCCl)CCCl.[Na+]. Cell line: SW-620. Synergy scores: CSS=8.04, Synergy_ZIP=2.75, Synergy_Bliss=7.05, Synergy_Loewe=4.60, Synergy_HSA=4.49.